From a dataset of Reaction yield outcomes from USPTO patents with 853,638 reactions. Predict the reaction yield, written as a fraction of the theoretical maximum amount of product (1.0 means a 100% yield; for example, 0.34 means a 34% yield). The reactants are [Br:1][C:2]1[CH:3]=[C:4]([NH:10][C:11]2[N:16]=[CH:15][C:14](N3CCN(C(OC(C)(C)C)=O)CC3)=[CH:13][CH:12]=2)[C:5](=[O:9])[N:6]([CH3:8])[CH:7]=1.NC1N=CC([C:37]([N:39]2[CH2:44][CH2:43][O:42][CH2:41][CH2:40]2)=[O:38])=CC=1.BrC1C(=O)N(C)C=C(Br)C=1. No catalyst specified. The product is [Br:1][C:2]1[CH:3]=[C:4]([NH:10][C:11]2[CH:12]=[CH:13][C:14]([C:37]([N:39]3[CH2:44][CH2:43][O:42][CH2:41][CH2:40]3)=[O:38])=[CH:15][N:16]=2)[C:5](=[O:9])[N:6]([CH3:8])[CH:7]=1. The yield is 0.210.